Task: Predict which catalyst facilitates the given reaction.. Dataset: Catalyst prediction with 721,799 reactions and 888 catalyst types from USPTO (1) Reactant: [CH3:1][O:2][C:3](=O)[C:4]([CH3:9])([CH3:8])[CH2:5][O:6]C.[C:11](#[N:13])[CH3:12].[H-].[Na+].Cl. Product: [CH3:1][O:2][CH2:3][C:4]([CH3:9])([CH3:8])[C:5](=[O:6])[CH2:12][C:11]#[N:13]. The catalyst class is: 11. (2) Reactant: [Cl:1][C:2]1[CH:7]=[C:6](I)[C:5]([C:9]([F:12])([F:11])[F:10])=[CH:4][N:3]=1.[NH2:13][C:14]1[N:15]=[C:16]([S:23][CH3:24])[S:17][C:18]=1[C:19]([O:21][CH3:22])=[O:20].CC1(C)C2C(=C(P(C3C=CC=CC=3)C3C=CC=CC=3)C=CC=2)OC2C(P(C3C=CC=CC=3)C3C=CC=CC=3)=CC=CC1=2.C(=O)([O-])[O-].[Cs+].[Cs+]. Product: [Cl:1][C:2]1[CH:7]=[C:6]([NH:13][C:14]2[N:15]=[C:16]([S:23][CH3:24])[S:17][C:18]=2[C:19]([O:21][CH3:22])=[O:20])[C:5]([C:9]([F:12])([F:11])[F:10])=[CH:4][N:3]=1. The catalyst class is: 62. (3) Reactant: C([O:5][CH2:6][C:7]1[C:11]([C:12]([OH:14])=O)=[C:10]([CH3:15])[NH:9][N:8]=1)(C)(C)C.C(Cl)CCl.[CH:20]1[CH:21]=[CH:22]C2N(O)N=[N:26][C:24]=2[CH:25]=1.[NH:30]1CCCCC1.CCN(C(C)C)C(C)C. Product: [NH:26]1[CH2:22][CH2:21][CH:20]([NH:30][C:12]([C:11]2[C:7]([CH2:6][OH:5])=[N:8][NH:9][C:10]=2[CH3:15])=[O:14])[CH2:25][CH2:24]1. The catalyst class is: 3. (4) The catalyst class is: 1. Reactant: Br[C:2]1[CH:7]=[CH:6][C:5]([C:8]2[CH:13]=[CH:12][C:11]([Br:14])=[CH:10][CH:9]=2)=[CH:4][CH:3]=1.[Li]CCCC.CN([CH:23]=[O:24])C. Product: [Br:14][C:11]1[CH:12]=[CH:13][C:8]([C:5]2[CH:6]=[CH:7][C:2]([CH:23]=[O:24])=[CH:3][CH:4]=2)=[CH:9][CH:10]=1.